Dataset: Catalyst prediction with 721,799 reactions and 888 catalyst types from USPTO. Task: Predict which catalyst facilitates the given reaction. (1) Reactant: Cl[C:2]1[CH:7]=[C:6]([Cl:8])[N:5]=[C:4]([CH3:9])[N:3]=1.CCN(C(C)C)C(C)C.[C:19]([O:23][C:24](=[O:33])[NH:25][C@H:26]1[CH2:31][CH2:30][C@@H:29]([NH2:32])[CH2:28][CH2:27]1)([CH3:22])([CH3:21])[CH3:20]. Product: [C:19]([O:23][C:24](=[O:33])[NH:25][C@H:26]1[CH2:27][CH2:28][C@@H:29]([NH:32][C:2]2[CH:7]=[C:6]([Cl:8])[N:5]=[C:4]([CH3:9])[N:3]=2)[CH2:30][CH2:31]1)([CH3:22])([CH3:20])[CH3:21]. The catalyst class is: 5. (2) Reactant: [N:1]1([C:7](Cl)=[O:8])[CH2:6][CH2:5][CH2:4][CH2:3][CH2:2]1.[F:10][C:11]1[CH:12]=[CH:13][C:14]([NH:17][NH2:18])=[N:15][CH:16]=1.CCN(C(C)C)C(C)C. Product: [F:10][C:11]1[CH:12]=[CH:13][C:14]([NH:17][NH:18][C:7]([N:1]2[CH2:6][CH2:5][CH2:4][CH2:3][CH2:2]2)=[O:8])=[N:15][CH:16]=1. The catalyst class is: 2. (3) Product: [ClH:33].[CH3:1][N:2]1[C:6]2=[N:7][C:8]([O:11][CH2:12][C:13]3[CH:18]=[CH:17][CH:16]=[CH:15][N:14]=3)=[CH:9][CH:10]=[C:5]2[C:4]([N:19]2[CH2:24][CH2:23][NH:22][CH2:21][C:20]2=[O:32])=[CH:3]1. Reactant: [CH3:1][N:2]1[C:6]2=[N:7][C:8]([O:11][CH2:12][C:13]3[CH:18]=[CH:17][CH:16]=[CH:15][N:14]=3)=[CH:9][CH:10]=[C:5]2[C:4]([N:19]2[CH2:24][CH2:23][N:22](C(OC(C)(C)C)=O)[CH2:21][C:20]2=[O:32])=[CH:3]1.[ClH:33]. The catalyst class is: 91. (4) Reactant: C1CCN2C(=NCCC2)CC1.[C:12]([O:15][C@@H:16]1[C@H:21]([O:22][C:23](=[O:25])[CH3:24])[C@@H:20]([O:26][C:27](=[O:29])[CH3:28])[C@H:19]([CH3:30])[O:18][C@H:17]1[O:31][C@@H:32]1[C@@H:38]([OH:39])[C@H:37]([CH3:40])[O:36][C@@:34]([C@H:41]2[O:70][C@H:69]([CH2:71][O:72][CH2:73][C:74]3[CH:79]=[CH:78][CH:77]=[CH:76][CH:75]=3)[C@@H:60]([O:61][CH2:62][C:63]3[CH:68]=[CH:67][CH:66]=[CH:65][CH:64]=3)[C@H:51]([O:52][CH2:53][C:54]3[CH:59]=[CH:58][CH:57]=[CH:56][CH:55]=3)[C@H:42]2[O:43][CH2:44][C:45]2[CH:50]=[CH:49][CH:48]=[CH:47][CH:46]=2)([OH:35])[C@@H:33]1[O:80][C:81](=[O:88])[C:82]1[CH:87]=[CH:86][CH:85]=[CH:84][CH:83]=1)(=[O:14])[CH3:13].[Cl:89][C:90]([Cl:94])([Cl:93])[C:91]#[N:92]. Product: [Cl:89][C:90]([Cl:94])([Cl:93])[C:91](=[NH:92])[OH:14].[C:12]([O:15][C@@H:16]1[C@H:21]([O:22][C:23](=[O:25])[CH3:24])[C@@H:20]([O:26][C:27](=[O:29])[CH3:28])[C@H:19]([CH3:30])[O:18][C@H:17]1[O:31][C@@H:32]1[C@@H:38]([OH:39])[C@H:37]([CH3:40])[O:36][C@@:34]([C@H:41]2[O:70][C@H:69]([CH2:71][O:72][CH2:73][C:74]3[CH:75]=[CH:76][CH:77]=[CH:78][CH:79]=3)[C@@H:60]([O:61][CH2:62][C:63]3[CH:68]=[CH:67][CH:66]=[CH:65][CH:64]=3)[C@H:51]([O:52][CH2:53][C:54]3[CH:59]=[CH:58][CH:57]=[CH:56][CH:55]=3)[C@H:42]2[O:43][CH2:44][C:45]2[CH:46]=[CH:47][CH:48]=[CH:49][CH:50]=2)([OH:35])[C@@H:33]1[O:80][C:81](=[O:88])[C:82]1[CH:87]=[CH:86][CH:85]=[CH:84][CH:83]=1)(=[O:14])[CH3:13]. The catalyst class is: 2. (5) The catalyst class is: 444. Reactant: [C:1](/[C:3](=[N:10]\[O-:11])/[C:4]1[CH:9]=[CH:8][CH:7]=[CH:6][CH:5]=1)#[N:2].[Na+].Cl[CH2:14][C:15]1[N:20]=[C:19]([NH:21][C:22](=[O:28])[O:23][CH2:24][CH2:25][C:26]#[CH:27])[CH:18]=[CH:17][CH:16]=1.[I-].[K+].C(=O)([O-])[O-].[Cs+].[Cs+]. Product: [C:1](/[C:3](=[N:10]\[O:11][CH2:14][C:15]1[N:20]=[C:19]([NH:21][C:22](=[O:28])[O:23][CH2:24][CH2:25][C:26]#[CH:27])[CH:18]=[CH:17][CH:16]=1)/[C:4]1[CH:9]=[CH:8][CH:7]=[CH:6][CH:5]=1)#[N:2].